Predict the reactants needed to synthesize the given product. From a dataset of Full USPTO retrosynthesis dataset with 1.9M reactions from patents (1976-2016). (1) Given the product [C:23]([O:27][C:28](=[O:42])[CH2:29][C:30]1[C:31]([CH:36]2[CH2:41][CH2:40][CH2:39][CH2:38][CH2:37]2)=[N:32][N:33]([CH2:11][C:12]2[CH:17]=[CH:16][C:15]([N+:18]([O-:20])=[O:19])=[CH:14][CH:13]=2)[C:34]=1[CH3:35])([CH3:26])([CH3:24])[CH3:25], predict the reactants needed to synthesize it. The reactants are: COC(=O)CC1C(C)=NN([CH2:11][C:12]2[CH:17]=[CH:16][C:15]([N+:18]([O-:20])=[O:19])=[CH:14][CH:13]=2)C=1C.[C:23]([O:27][C:28](=[O:42])[CH2:29][C:30]1[C:31]([CH:36]2[CH2:41][CH2:40][CH2:39][CH2:38][CH2:37]2)=[N:32][NH:33][C:34]=1[CH3:35])([CH3:26])([CH3:25])[CH3:24].C(OC(=O)CC1C(CC)=NNC=1CC)(C)(C)C.C1(C(=O)CC(=O)C)CCCCC1.COC(=O)CC1C(C)=NNC=1C. (2) Given the product [O:7]=[CH:8][C@@H:9]([C@H:11]([C@@H:13]([C@@H:15]([CH2:17][OH:18])[OH:16])[OH:14])[OH:12])[OH:10].[O:7]=[C:8]([OH:2])[C@@H:9]([C@H:11]([C@@H:13]([C@@H:15]([CH2:17][OH:18])[OH:16])[OH:14])[OH:12])[OH:10], predict the reactants needed to synthesize it. The reactants are: Cl[O-:2].[Na+].[Cl+].Cl[O-].[O:7]=[CH:8][C@@H:9]([C@H:11]([C@@H:13]([C@@H:15]([CH2:17][OH:18])[OH:16])[OH:14])[OH:12])[OH:10]. (3) Given the product [C:19]([O:22][CH:10]([CH3:16])[CH2:11][O:13][CH3:14])(=[O:17])[CH3:20], predict the reactants needed to synthesize it. The reactants are: N([C:10]([CH3:16])(C)[C:11]([O:13][CH3:14])=O)=N[C:10](C)([CH3:16])[C:11]([O:13][CH3:14])=O.[OH2:17].C[C:19](=[O:22])[CH2:20]C. (4) Given the product [NH2:17][C:15]1[C:14]2[N:18]=[CH:20][C:21](=[O:22])[NH:19][C:13]=2[N:12]=[C:11]([S:10][CH2:9][C:3]2[CH:4]=[CH:5][CH:6]=[C:7]([F:8])[C:2]=2[F:1])[N:16]=1, predict the reactants needed to synthesize it. The reactants are: [F:1][C:2]1[C:7]([F:8])=[CH:6][CH:5]=[CH:4][C:3]=1[CH2:9][S:10][C:11]1[N:16]=[C:15]([NH2:17])[C:14]([NH2:18])=[C:13]([NH2:19])[N:12]=1.[C:20](OCC)(=O)[CH:21]=[O:22].O.Cl. (5) Given the product [C:31]([O:35][C:36]([N:21]1[C:22]2[C:27](=[CH:26][CH:25]=[C:24]([Cl:28])[CH:23]=2)/[C:19](=[CH:18]/[C:12]2[CH:13]=[C:14]([Cl:17])[CH:15]=[CH:16][C:11]=2[O:10][C:7]([C:6]([O:5][C:1]([CH3:2])([CH3:3])[CH3:4])=[O:30])([CH3:9])[CH3:8])/[C:20]1=[O:29])=[O:37])([CH3:34])([CH3:33])[CH3:32], predict the reactants needed to synthesize it. The reactants are: [C:1]([O:5][C:6](=[O:30])[C:7]([O:10][C:11]1[CH:16]=[CH:15][C:14]([Cl:17])=[CH:13][C:12]=1/[CH:18]=[C:19]1\[C:20](=[O:29])[NH:21][C:22]2[C:27]\1=[CH:26][CH:25]=[C:24]([Cl:28])[CH:23]=2)([CH3:9])[CH3:8])([CH3:4])([CH3:3])[CH3:2].[C:31]([O:35][C:36](O[C:36]([O:35][C:31]([CH3:34])([CH3:33])[CH3:32])=[O:37])=[O:37])([CH3:34])([CH3:33])[CH3:32]. (6) Given the product [Cl-:73].[Cl-:74].[C:31](=[Zr+2:78]([CH:49]1[C:57]2[C:52](=[CH:53][CH:54]=[CH:55][CH:56]=2)[C:51]([Si:58]([CH3:59])([CH3:60])[CH3:61])=[CH:50]1)[CH:15]1[C:23]2[C:18](=[CH:19][CH:20]=[CH:21][CH:22]=2)[C:17]([Si:24]([CH3:27])([CH3:26])[CH3:25])=[CH:16]1)([CH3:32])[CH3:30], predict the reactants needed to synthesize it. The reactants are: [CH3:25][Si:24]([CH3:27])([CH3:26])[C:17]1[C:18]2[C:23](=[CH:22][CH:21]=[CH:20][CH:19]=2)[CH:15](C([CH:15]2[C:23]3[C:18](=[CH:19][CH:20]=[CH:21][CH:22]=3)[C:17]([Si:24]([CH3:27])([CH3:26])[CH3:25])=[CH:16]2)(C)C)[CH:16]=1.[CH2:30]([Li])[CH2:31][CH2:32]C.[CH3:59][Si:58]([CH3:61])([CH3:60])[C:51]1[C:52]2[C:57](=[CH:56][CH:55]=[CH:54][CH:53]=2)[CH:49](C([CH:49]2[C:57]3[C:52](=[CH:53][CH:54]=[CH:55][CH:56]=3)[C:51]([Si:58]([CH3:61])([CH3:60])[CH3:59])=[CH:50]2)(C)C)[CH:50]=1.[Li].[Li].C([Sn]([Cl:73])(CC)CC)C.[Cl-:74].[Cl-].[Cl-].[Cl-].[Zr+4:78].